This data is from Forward reaction prediction with 1.9M reactions from USPTO patents (1976-2016). The task is: Predict the product of the given reaction. (1) Given the reactants [F:1][C:2]1[CH:3]=[C:4]([CH:9]2[CH2:13][CH2:12][C:11](=O)/[C:10]/2=[CH:15]\[N:16](C)C)[CH:5]=[CH:6][C:7]=1[F:8].O.[NH2:20]N, predict the reaction product. The product is: [F:1][C:2]1[CH:3]=[C:4]([CH:9]2[C:10]3[CH:15]=[N:16][NH:20][C:11]=3[CH2:12][CH2:13]2)[CH:5]=[CH:6][C:7]=1[F:8]. (2) Given the reactants [C:1]([C:4]1[CH:40]=[C:39]([F:41])[CH:38]=[CH:37][C:5]=1[O:6][C:7]1[C:16]([CH2:17][C:18]2[CH:23]=[CH:22][CH:21]=[CH:20][CH:19]=2)=[CH:15][C:14]2[C:9](=[CH:10][CH:11]=[C:12]([NH:24][C:25]([NH:27][C:28]3[CH:33]=[CH:32][CH:31]=[C:30]([N+:34]([O-:36])=[O:35])[CH:29]=3)=[O:26])[CH:13]=2)[N:8]=1)(=[O:3])[CH3:2].[BH4-].[Na+], predict the reaction product. The product is: [CH2:17]([C:16]1[C:7]([O:6][C:5]2[CH:37]=[CH:38][C:39]([F:41])=[CH:40][C:4]=2[CH:1]([OH:3])[CH3:2])=[N:8][C:9]2[C:14]([CH:15]=1)=[CH:13][C:12]([NH:24][C:25]([NH:27][C:28]1[CH:33]=[CH:32][CH:31]=[C:30]([N+:34]([O-:36])=[O:35])[CH:29]=1)=[O:26])=[CH:11][CH:10]=2)[C:18]1[CH:23]=[CH:22][CH:21]=[CH:20][CH:19]=1. (3) Given the reactants [Cl:1][C:2]1[N:10]=[CH:9][CH:8]=[CH:7][C:3]=1[C:4]([OH:6])=O.[CH2:11]([NH:18][CH2:19][CH2:20][O:21][Si:22]([C:25]([CH3:28])([CH3:27])[CH3:26])([CH3:24])[CH3:23])[C:12]1[CH:17]=[CH:16][CH:15]=[CH:14][CH:13]=1.C1C=CC2N(O)N=NC=2C=1.O.CCN=C=NCCCN(C)C.Cl, predict the reaction product. The product is: [CH2:11]([N:18]([CH2:19][CH2:20][O:21][Si:22]([C:25]([CH3:28])([CH3:27])[CH3:26])([CH3:23])[CH3:24])[C:4](=[O:6])[C:3]1[CH:7]=[CH:8][CH:9]=[N:10][C:2]=1[Cl:1])[C:12]1[CH:17]=[CH:16][CH:15]=[CH:14][CH:13]=1. (4) Given the reactants [S:1]1[C:5]2[CH2:6][CH2:7][CH2:8][CH2:9][C:4]=2[N:3]=[C:2]1[NH2:10].[N:11]1([C:16](N2C=CN=C2)=[S:17])[CH:15]=[CH:14][N:13]=[CH:12]1, predict the reaction product. The product is: [S:1]1[C:5]2[CH2:6][CH2:7][CH2:8][CH2:9][C:4]=2[N:3]=[C:2]1[NH:10][C:16]([N:11]1[CH:15]=[CH:14][N:13]=[CH:12]1)=[S:17]. (5) Given the reactants C[O:2][C:3]1[CH:12]=[C:11]2[C:6]([CH:7]=[N:8][C:9]([NH:13][C:14]3[CH:15]=[C:16]([S:20]([NH2:23])(=[O:22])=[O:21])[CH:17]=[CH:18][CH:19]=3)=[N:10]2)=[CH:5][CH:4]=1.C[S-].[Na+], predict the reaction product. The product is: [OH:2][C:3]1[CH:12]=[C:11]2[C:6]([CH:7]=[N:8][C:9]([NH:13][C:14]3[CH:15]=[C:16]([S:20]([NH2:23])(=[O:22])=[O:21])[CH:17]=[CH:18][CH:19]=3)=[N:10]2)=[CH:5][CH:4]=1. (6) Given the reactants Cl.Cl.[C:3]1([C@@H:9]2[C@@H:18]3[CH2:19][CH2:20][N:21]([C:22]([C@H:24]4[CH2:29][CH2:28][CH2:27][CH2:26][NH:25]4)=[O:23])[C@@H:17]3[C:16]3[CH:15]=[CH:14][CH:13]=[CH:12][C:11]=3[NH:10]2)[CH:8]=[CH:7][CH:6]=[CH:5][CH:4]=1.[CH2:30]([N:38]=[C:39]=[O:40])[CH2:31][C:32]1[CH:37]=[CH:36][CH:35]=[CH:34][CH:33]=1, predict the reaction product. The product is: [C:32]1([CH2:31][CH2:30][NH:38][C:39]([N:25]2[CH2:26][CH2:27][CH2:28][CH2:29][C@@H:24]2[C:22]([N:21]2[C@@H:17]3[C@@H:18]([C@H:9]([C:3]4[CH:8]=[CH:7][CH:6]=[CH:5][CH:4]=4)[NH:10][C:11]4[CH:12]=[CH:13][CH:14]=[CH:15][C:16]=43)[CH2:19][CH2:20]2)=[O:23])=[O:40])[CH:37]=[CH:36][CH:35]=[CH:34][CH:33]=1. (7) Given the reactants [CH2:1]([O:3][CH2:4][CH2:5][CH2:6][NH:7][C:8](=[O:38])[CH:9]([NH:14][C:15]1[CH:20]=[C:19](Cl)[N:18]=[C:17]([N:22]2[CH:26]=[C:25]([C:27]3[CH:32]=[CH:31][CH:30]=[C:29](OC(F)(F)F)[CH:28]=3)[N:24]=[CH:23]2)[N:16]=1)[CH2:10][CH:11]([CH3:13])[CH3:12])[CH3:2].[F:39][C:40]([F:46])([F:45])[CH2:41][CH2:42][CH2:43][OH:44].[H-].[Na+].[OH2:49], predict the reaction product. The product is: [CH2:1]([O:3][CH2:4][CH2:5][CH2:6][NH:7][C:8](=[O:38])[CH:9]([NH:14][C:15]1[CH:20]=[C:19]([O:44][CH2:43][CH2:42][CH2:41][C:40]([F:46])([F:45])[F:39])[N:18]=[C:17]([N:22]2[CH:26]=[C:25]([C:27]3[CH:28]=[CH:29][C:30]([O:49][C:40]([F:46])([F:45])[F:39])=[CH:31][CH:32]=3)[N:24]=[CH:23]2)[N:16]=1)[CH2:10][CH:11]([CH3:12])[CH3:13])[CH3:2]. (8) The product is: [Cl:1][C:2]1[CH:3]=[CH:4][C:5]([S:21][CH2:22][C:23]2[CH:28]=[CH:27][CH:26]=[C:25]([OH:29])[CH:24]=2)=[C:6]([NH:8][S:9]([C:12]2[O:13][C:14]3[CH:20]=[CH:19][CH:18]=[CH:17][C:15]=3[CH:16]=2)(=[O:11])=[O:10])[CH:7]=1. Given the reactants [Cl:1][C:2]1[CH:3]=[CH:4][C:5]([S:21][CH2:22][C:23]2[CH:28]=[CH:27][CH:26]=[C:25]([O:29]C)[CH:24]=2)=[C:6]([NH:8][S:9]([C:12]2[O:13][C:14]3[CH:20]=[CH:19][CH:18]=[CH:17][C:15]=3[CH:16]=2)(=[O:11])=[O:10])[CH:7]=1.B(Br)(Br)Br, predict the reaction product. (9) Given the reactants [C:1]([NH:8][C@H:9]([C:12]([OH:14])=O)[CH2:10][OH:11])([O:3][C:4]([CH3:7])([CH3:6])[CH3:5])=[O:2].C[C@@H](O)[C@@H]1NC(=O)[C@H](CCN)NC(=O)[C@H](CCN)NC(=O)[C@H](CC(C)C)NC(=O)[C@@H](CC2C=CC=CC=2)NC(=O)[C@H](CCN)NC(=O)[C@@H](NC([C@@H](N)CCN)=O)CCNC1=O.OS(O)(=O)=O.CN(C(ON1N=NC2C=CC=NC1=2)=[N+](C)C)C.F[P-](F)(F)(F)(F)F.C(N(CC)C(C)C)(C)C.[CH3:114][C:115]([CH3:135])=[CH:116][CH2:117][CH2:118]/[C:119](/[CH3:134])=[CH:120]/[CH2:121][CH2:122]/[C:123](/[CH3:133])=[CH:124]/[CH2:125][S:126][CH2:127][C@H:128]([NH2:132])[C:129]([OH:131])=[O:130], predict the reaction product. The product is: [OH:11][CH2:10][C@@H:9]([C:12](=[O:14])[NH:132][C@H:128]([C:129]([OH:131])=[O:130])[CH2:127][S:126][CH2:125]/[CH:124]=[C:123](\[CH3:133])/[CH2:122][CH2:121]/[CH:120]=[C:119](\[CH3:134])/[CH2:118][CH2:117][CH:116]=[C:115]([CH3:135])[CH3:114])[NH:8][C:1](=[O:2])[O:3][C:4]([CH3:5])([CH3:6])[CH3:7]. (10) Given the reactants [F:1][C:2]([F:14])([F:13])[C:3]1[CH:12]=[CH:11][C:6]2[N:7]=[C:8]([NH2:10])[S:9][C:5]=2[CH:4]=1.[Cl:15][C:16]1[CH:24]=[CH:23][C:19]([C:20](Cl)=[O:21])=[CH:18][CH:17]=1.Br[CH:26]([CH2:31][CH3:32])[C:27]([O:29]C)=[O:28].COC1C=CC2N=C(N)SC=2C=1.ClC1C=C(C=CC=1)C(Cl)=O.BrCC(OCC)=O, predict the reaction product. The product is: [Cl:15][C:16]1[CH:24]=[CH:23][C:19]([C:20]([N:10]=[C:8]2[N:7]([CH:26]([CH2:31][CH3:32])[C:27]([OH:29])=[O:28])[C:6]3[CH:11]=[CH:12][C:3]([C:2]([F:1])([F:13])[F:14])=[CH:4][C:5]=3[S:9]2)=[O:21])=[CH:18][CH:17]=1.